From a dataset of Forward reaction prediction with 1.9M reactions from USPTO patents (1976-2016). Predict the product of the given reaction. Given the reactants [OH-].[K+].[CH3:3][C:4]1[N:9]=[C:8]([CH3:10])[C:7]([C:11]([O:13]CC)=[O:12])=[CH:6][N:5]=1, predict the reaction product. The product is: [CH3:3][C:4]1[N:9]=[C:8]([CH3:10])[C:7]([C:11]([OH:13])=[O:12])=[CH:6][N:5]=1.